From a dataset of Forward reaction prediction with 1.9M reactions from USPTO patents (1976-2016). Predict the product of the given reaction. (1) Given the reactants [NH2:1][CH2:2][C:3]1[CH:4]=[C:5]([CH2:10][C:11]([OH:13])=[O:12])[CH:6]=[CH:7][C:8]=1[OH:9].[CH3:14][C:15]([O:18][C:19](O[C:19]([O:18][C:15]([CH3:17])([CH3:16])[CH3:14])=[O:20])=[O:20])([CH3:17])[CH3:16], predict the reaction product. The product is: [C:15]([O:18][C:19]([NH:1][CH2:2][C:3]1[CH:4]=[C:5]([CH2:10][C:11]([OH:13])=[O:12])[CH:6]=[CH:7][C:8]=1[OH:9])=[O:20])([CH3:17])([CH3:16])[CH3:14]. (2) Given the reactants Br[C:2]1[N:7]=[C:6]([CH:8]([OH:10])[CH3:9])[CH:5]=[CH:4][CH:3]=1.[NH2:11][C:12]1[S:13][C:14]([C:20]2[CH:25]=[CH:24][CH:23]=[CH:22][C:21]=2[F:26])=[CH:15][C:16]=1[C:17]([NH2:19])=[O:18], predict the reaction product. The product is: [F:26][C:21]1[CH:22]=[CH:23][CH:24]=[CH:25][C:20]=1[C:14]1[S:13][C:12]([NH:11][C:2]2[CH:3]=[CH:4][CH:5]=[C:6]([CH:8]([OH:10])[CH3:9])[N:7]=2)=[C:16]([C:17]([NH2:19])=[O:18])[CH:15]=1. (3) Given the reactants [CH2:1]([C:3]1[N:7]2[N:8]=[C:9]([CH3:28])[C:10]([C:20]3[CH:25]=[CH:24][C:23]([O:26][CH3:27])=[CH:22][CH:21]=3)=[C:11]([C:12]3[CH:19]=[CH:18][C:15]([C:16]#[N:17])=[CH:14][CH:13]=3)[C:6]2=[CH:5][CH:4]=1)[CH3:2].[OH-:29].[Na+].OO, predict the reaction product. The product is: [CH2:1]([C:3]1[N:7]2[N:8]=[C:9]([CH3:28])[C:10]([C:20]3[CH:25]=[CH:24][C:23]([O:26][CH3:27])=[CH:22][CH:21]=3)=[C:11]([C:12]3[CH:19]=[CH:18][C:15]([C:16]([NH2:17])=[O:29])=[CH:14][CH:13]=3)[C:6]2=[CH:5][CH:4]=1)[CH3:2].